This data is from Forward reaction prediction with 1.9M reactions from USPTO patents (1976-2016). The task is: Predict the product of the given reaction. (1) The product is: [NH:64]1[C:55]([CH:54]([C:47]2[C:48]3[C:53](=[CH:52][CH:51]=[CH:50][CH:49]=3)[N:45]([CH2:44][C:43]3[C:39]4[CH:38]=[C:37]([Cl:36])[CH:59]=[CH:58][C:40]=4[S:41][CH:42]=3)[CH:46]=2)[CH3:57])=[N:56][N:66]=[N:65]1. Given the reactants ClC1C=CC2SC=C(CN3C4C(=CC=CC=4)C(CC#N)=C3)C=2C=1.C[Si]([N-][Si](C)(C)C)(C)C.[Na+].IC.[Cl:36][C:37]1[CH:59]=[CH:58][C:40]2[S:41][CH:42]=[C:43]([CH2:44][N:45]3[C:53]4[C:48](=[CH:49][CH:50]=[CH:51][CH:52]=4)[C:47]([CH:54]([CH3:57])[C:55]#[N:56])=[CH:46]3)[C:39]=2[CH:38]=1.[Si]([N:64]=[N+:65]=[N-:66])(C)(C)C.CCCC[N+](CCCC)(CCCC)CCCC.[F-], predict the reaction product. (2) Given the reactants C([O:3][C:4]([C:6]1[N:15]=[C:14]([C:16]2[CH:21]=[CH:20][C:19]([CH:22]([CH3:24])[CH3:23])=[CH:18][CH:17]=2)[C:13]2[C:8](=[CH:9][CH:10]=[C:11]([O:25][CH2:26][C:27]#[CH:28])[CH:12]=2)[N:7]=1)=[O:5])C.[OH-].[Na+].Cl, predict the reaction product. The product is: [CH:22]([C:19]1[CH:18]=[CH:17][C:16]([C:14]2[C:13]3[C:8](=[CH:9][CH:10]=[C:11]([O:25][CH2:26][C:27]#[CH:28])[CH:12]=3)[N:7]=[C:6]([C:4]([OH:5])=[O:3])[N:15]=2)=[CH:21][CH:20]=1)([CH3:24])[CH3:23]. (3) Given the reactants [CH2:1]([SH:4])[CH2:2][CH3:3].C(N(CC)CC)C.[CH2:12]([Sn:16](Cl)([CH2:21][CH2:22][CH2:23][CH3:24])[CH2:17][CH2:18][CH2:19][CH3:20])[CH2:13][CH2:14][CH3:15], predict the reaction product. The product is: [CH2:21]([Sn:16]([CH2:12][CH2:13][CH2:14][CH3:15])([CH2:17][CH2:18][CH2:19][CH3:20])[S:4][CH2:1][CH2:2][CH3:3])[CH2:22][CH2:23][CH3:24]. (4) Given the reactants Cl.[NH2:2][C:3]1[CH:4]=[N:5][C:6]2[C:11]([C:12]=1[OH:13])=[CH:10][CH:9]=[CH:8][CH:7]=2.[C:14](OC(=O)CC)(=O)[CH2:15][CH3:16].[OH-].[Na+], predict the reaction product. The product is: [CH2:15]([C:16]1[O:13][C:12]2[C:11]3[CH:10]=[CH:9][CH:8]=[CH:7][C:6]=3[N:5]=[CH:4][C:3]=2[N:2]=1)[CH3:14].